This data is from TCR-epitope binding with 47,182 pairs between 192 epitopes and 23,139 TCRs. The task is: Binary Classification. Given a T-cell receptor sequence (or CDR3 region) and an epitope sequence, predict whether binding occurs between them. (1) The epitope is IVDTVSALV. The TCR CDR3 sequence is CSVASGVAEAFF. Result: 0 (the TCR does not bind to the epitope). (2) The epitope is RAKFKQLL. The TCR CDR3 sequence is CSVKGTNTEAFF. Result: 1 (the TCR binds to the epitope). (3) The TCR CDR3 sequence is CATSNDRDLDEQFF. Result: 1 (the TCR binds to the epitope). The epitope is RLRPGGKKK. (4) The epitope is FSKQLQQSM. The TCR CDR3 sequence is CASSFSPGDPYGYTF. Result: 1 (the TCR binds to the epitope). (5) The epitope is SEVGPEHSLAEY. The TCR CDR3 sequence is CASSFSSGASYNEQFF. Result: 1 (the TCR binds to the epitope).